Task: Predict the reactants needed to synthesize the given product.. Dataset: Full USPTO retrosynthesis dataset with 1.9M reactions from patents (1976-2016) (1) Given the product [CH3:1][O:2][CH2:3][CH2:4][N:5]([CH2:23][C:24]1[CH:25]=[CH:26][C:27]([S:30][C:31]([CH3:40])([CH3:39])[C:32]([OH:34])=[O:33])=[CH:28][CH:29]=1)[C:6]1[CH:11]=[C:10]([NH:12][C:13]2[CH:18]=[CH:17][CH:16]=[C:15]([C:19]([F:21])([F:20])[F:22])[CH:14]=2)[N:9]=[CH:8][N:7]=1, predict the reactants needed to synthesize it. The reactants are: [CH3:1][O:2][CH2:3][CH2:4][N:5]([CH2:23][C:24]1[CH:29]=[CH:28][C:27]([S:30][C:31]([CH3:40])([CH3:39])[C:32]([O:34]C(C)(C)C)=[O:33])=[CH:26][CH:25]=1)[C:6]1[CH:11]=[C:10]([NH:12][C:13]2[CH:18]=[CH:17][CH:16]=[C:15]([C:19]([F:22])([F:21])[F:20])[CH:14]=2)[N:9]=[CH:8][N:7]=1.C(O)(C(F)(F)F)=O. (2) Given the product [NH2:19][C:12]1[C:13]2[C:18](=[CH:17][CH:16]=[CH:15][CH:14]=2)[C:9]([O:8][C:6]2[CH:5]=[CH:4][N:3]=[C:2]([NH:20][C:21]3[CH:26]=[CH:25][CH:24]=[CH:23][CH:22]=3)[N:7]=2)=[CH:10][CH:11]=1, predict the reactants needed to synthesize it. The reactants are: Cl[C:2]1[N:7]=[C:6]([O:8][C:9]2[C:18]3[C:13](=[CH:14][CH:15]=[CH:16][CH:17]=3)[C:12]([NH2:19])=[CH:11][CH:10]=2)[CH:5]=[CH:4][N:3]=1.[NH2:20][C:21]1[CH:26]=[CH:25][CH:24]=[CH:23][CH:22]=1. (3) Given the product [Cl:1][C:2]1[CH:3]=[C:4]([C:8]2[C:13]3[N:14]([CH2:29][C@H:30]4[CH2:31][CH2:32][C@H:33]([CH3:36])[CH2:34][CH2:35]4)[C:15]([N:17]4[CH2:22][CH2:21][O:20][CH2:19][C@H:18]4[C:23]4[CH:24]=[CH:25][CH:26]=[CH:27][CH:28]=4)=[N:16][C:12]=3[CH:11]=[C:10]([C:37]([NH:41][CH3:40])=[O:39])[N:9]=2)[CH:5]=[N:6][CH:7]=1, predict the reactants needed to synthesize it. The reactants are: [Cl:1][C:2]1[CH:3]=[C:4]([C:8]2[C:13]3[N:14]([CH2:29][C@H:30]4[CH2:35][CH2:34][C@H:33]([CH3:36])[CH2:32][CH2:31]4)[C:15]([N:17]4[CH2:22][CH2:21][O:20][CH2:19][C@H:18]4[C:23]4[CH:28]=[CH:27][CH:26]=[CH:25][CH:24]=4)=[N:16][C:12]=3[CH:11]=[C:10]([C:37]([OH:39])=O)[N:9]=2)[CH:5]=[N:6][CH:7]=1.[CH3:40][N:41](C(ON1N=NC2C=CC=NC1=2)=[N+](C)C)C.F[P-](F)(F)(F)(F)F.CCN(C(C)C)C(C)C.CN.CO. (4) The reactants are: Cl[C:2]1[C:7]([CH3:8])=[C:6]([Cl:9])[N:5]=[CH:4][C:3]=1[C:10]([N:12]1[CH2:17][CH2:16][CH:15]([C:18]2[CH:23]=[CH:22][C:21]([F:24])=[CH:20][CH:19]=2)[CH2:14][CH2:13]1)=[O:11].[CH3:25][C:26]1[CH:27]=[C:28]([CH:30]=[CH:31][C:32]=1[CH3:33])[NH2:29]. Given the product [Cl:9][C:6]1[N:5]=[CH:4][C:3]([C:10]([N:12]2[CH2:17][CH2:16][CH:15]([C:18]3[CH:23]=[CH:22][C:21]([F:24])=[CH:20][CH:19]=3)[CH2:14][CH2:13]2)=[O:11])=[C:2]([NH:29][C:28]2[CH:30]=[CH:31][C:32]([CH3:33])=[C:26]([CH3:25])[CH:27]=2)[C:7]=1[CH3:8], predict the reactants needed to synthesize it. (5) Given the product [C:1]([O:5][C:6]([N:8]([CH2:24][CH2:25][C:26]1[CH:31]=[C:30]([F:32])[CH:29]=[CH:28][C:27]=1[O:33][CH2:35][C:36]1[CH:37]=[CH:38][C:39]([CH2:42][CH2:43][C:44]2[CH:45]=[CH:46][C:47]([F:50])=[CH:48][CH:49]=2)=[CH:40][CH:41]=1)[CH:9]1[CH2:18][CH2:17][CH2:16][C:15]2[N:14]=[C:13]([C:19]([O:21][CH2:22][CH3:23])=[O:20])[CH:12]=[CH:11][C:10]1=2)=[O:7])([CH3:2])([CH3:3])[CH3:4], predict the reactants needed to synthesize it. The reactants are: [C:1]([O:5][C:6]([N:8]([CH2:24][CH2:25][C:26]1[CH:31]=[C:30]([F:32])[CH:29]=[CH:28][C:27]=1[OH:33])[CH:9]1[CH2:18][CH2:17][CH2:16][C:15]2[N:14]=[C:13]([C:19]([O:21][CH2:22][CH3:23])=[O:20])[CH:12]=[CH:11][C:10]1=2)=[O:7])([CH3:4])([CH3:3])[CH3:2].Cl[CH2:35][C:36]1[CH:41]=[CH:40][C:39]([CH2:42][CH2:43][C:44]2[CH:49]=[CH:48][C:47]([F:50])=[CH:46][CH:45]=2)=[CH:38][CH:37]=1.C(=O)([O-])[O-].[K+].[K+]. (6) Given the product [N+:14]([C:11]1[CH:10]=[CH:9][C:8]([C:4]2[N:3]([O:2][C:19](=[O:20])[N:18]([CH3:17])[C:22]3[CH:27]=[CH:26][CH:25]=[CH:24][CH:23]=3)[CH:7]=[CH:6][N:5]=2)=[CH:13][CH:12]=1)([O-:16])=[O:15], predict the reactants needed to synthesize it. The reactants are: Cl.[OH:2][N:3]1[CH:7]=[CH:6][N:5]=[C:4]1[C:8]1[CH:13]=[CH:12][C:11]([N+:14]([O-:16])=[O:15])=[CH:10][CH:9]=1.[CH3:17][N:18]([C:22]1[CH:27]=[CH:26][CH:25]=[CH:24][CH:23]=1)[C:19](Cl)=[O:20]. (7) Given the product [O:1]1[C:2]2=[C:3]3[C:8](=[CH:9][CH:10]=[C:11]2[CH2:23][CH:22]([NH2:21])[CH2:17]1)[N:7]=[CH:6][CH:5]=[CH:4]3, predict the reactants needed to synthesize it. The reactants are: [OH:1][C:2]1[CH:11]=[CH:10][CH:9]=[C:8]2[C:3]=1[CH:4]=[CH:5][CH:6]=[N:7]2.C(OC1C=C[CH:23]=[C:22]2[C:17]=1C=CC=[N:21]2)C=C.C(C1C=CC2N=CC=CC=2C=1O)C=C.C1(O)C=CC=CC=1.C(C1C(OCC2C=CC=CC=2)=C2C(=CC=1)N=CC=C2)C=C.C(OC1C(CC(O)CO)=CC=C2C=1C=CC=N2)C1C=CC=CC=1.CC[C@H]1[C@H]2C[C@H]([C@H](OC3C4C(=CC=CC=4)C(O[C@H](C4C=CN=C5C=4C=C(OC)C=C5)[C@@H]4N5C[C@H](CC)[C@@H](CC5)C4)=NN=3)C3C=CN=C4C=3C=C(OC)C=C4)N(CC2)C1.BrCC([O-])=O.[H-].[Na+].